Predict the product of the given reaction. From a dataset of Forward reaction prediction with 1.9M reactions from USPTO patents (1976-2016). (1) Given the reactants [F:1][C:2]1[CH:3]=[C:4]([C:9]2[CH:10]=[CH:11][C:12](=[O:27])[N:13]([CH2:15][C:16]3[CH:21]=[CH:20][CH:19]=[C:18]([C:22]4[O:23][CH:24]=[CH:25][N:26]=4)[CH:17]=3)[N:14]=2)[CH:5]=[C:6]([F:8])[CH:7]=1.[Br:28]N1C(=O)CCC1=O.C(OOC(=O)C1C=CC=CC=1)(=O)C1C=CC=CC=1, predict the reaction product. The product is: [Br:28][C:24]1[O:23][C:22]([C:18]2[CH:17]=[C:16]([CH:21]=[CH:20][CH:19]=2)[CH2:15][N:13]2[C:12](=[O:27])[CH:11]=[CH:10][C:9]([C:4]3[CH:3]=[C:2]([F:1])[CH:7]=[C:6]([F:8])[CH:5]=3)=[N:14]2)=[N:26][CH:25]=1. (2) Given the reactants [CH3:1][N:2]1[C:6]2[S:7][C:8]([C:16](O)=[O:17])=[C:9]([C:10]3[CH:15]=[CH:14][CH:13]=[CH:12][CH:11]=3)[C:5]=2[C:4]([N:19]2[CH2:24][CH2:23][CH:22]([CH2:25][O:26][CH2:27][CH2:28][N:29]3[CH2:33][CH2:32][CH2:31][CH2:30]3)[CH2:21][CH2:20]2)=[N:3]1.[CH3:34][N:35](C(ON1N=NC2C=CC=NC1=2)=[N+](C)C)[CH3:36].F[P-](F)(F)(F)(F)F.CNC, predict the reaction product. The product is: [CH3:34][N:35]([CH3:36])[C:16]([C:8]1[S:7][C:6]2[N:2]([CH3:1])[N:3]=[C:4]([N:19]3[CH2:20][CH2:21][CH:22]([CH2:25][O:26][CH2:27][CH2:28][N:29]4[CH2:30][CH2:31][CH2:32][CH2:33]4)[CH2:23][CH2:24]3)[C:5]=2[C:9]=1[C:10]1[CH:11]=[CH:12][CH:13]=[CH:14][CH:15]=1)=[O:17]. (3) Given the reactants Cl[C:2]1[N:3]=[C:4]([NH:11][C:12]2[NH:16][N:15]=[C:14]([CH:17]3[CH2:19][CH2:18]3)[CH:13]=2)[C:5]2[S:10][CH:9]=[CH:8][C:6]=2[N:7]=1.[C:20]([O:24][C:25]([N:27]1[CH2:32][C@@H:31]2[CH2:33][C@H:28]1[CH2:29][NH:30]2)=[O:26])([CH3:23])([CH3:22])[CH3:21].C(N(C(C)C)CC)(C)C, predict the reaction product. The product is: [CH:17]1([C:14]2[CH:13]=[C:12]([NH:11][C:4]3[C:5]4[S:10][CH:9]=[CH:8][C:6]=4[N:7]=[C:2]([N:30]4[CH2:29][C@@H:28]5[CH2:33][C@H:31]4[CH2:32][N:27]5[C:25]([O:24][C:20]([CH3:23])([CH3:22])[CH3:21])=[O:26])[N:3]=3)[NH:16][N:15]=2)[CH2:19][CH2:18]1. (4) The product is: [NH3:8].[CH2:14]([S:13][C@@H:11]1[CH2:12][NH:8][C@H:9]([C:21]([OH:23])=[O:22])[CH2:10]1)[C:15]1[CH:20]=[CH:19][CH:18]=[CH:17][CH:16]=1. Given the reactants C(OC([N:8]1[CH2:12][C@@H:11]([S:13][CH2:14][C:15]2[CH:20]=[CH:19][CH:18]=[CH:17][CH:16]=2)[CH2:10][C@H:9]1[C:21]([O:23]C(C)(C)C)=[O:22])=O)(C)(C)C.FC(F)(F)C(O)=O, predict the reaction product. (5) Given the reactants [CH3:1][O:2][CH2:3][CH2:4][N:5]([CH3:21])[C:6]1[CH:11]=[C:10]([C:12]2[CH:17]=[CH:16][CH:15]=[CH:14][C:13]=2[CH3:18])[C:9]([NH:19][CH3:20])=[CH:8][N:7]=1.CCN(C(C)C)C(C)C.[F:31][C:32]([F:47])([F:46])[C:33]1[CH:34]=[C:35]([CH:39]=[C:40]([C:42]([F:45])([F:44])[F:43])[CH:41]=1)[C:36](Cl)=[O:37], predict the reaction product. The product is: [CH3:1][O:2][CH2:3][CH2:4][N:5]([CH3:21])[C:6]1[N:7]=[CH:8][C:9]([N:19]([CH3:20])[C:36](=[O:37])[C:35]2[CH:34]=[C:33]([C:32]([F:47])([F:46])[F:31])[CH:41]=[C:40]([C:42]([F:45])([F:44])[F:43])[CH:39]=2)=[C:10]([C:12]2[CH:17]=[CH:16][CH:15]=[CH:14][C:13]=2[CH3:18])[CH:11]=1. (6) Given the reactants [C:1](Cl)(=[O:5])[C:2]([Cl:4])=[O:3].[CH3:7][N:8]1[CH:12]=[C:11]([C:13]2[CH:18]=[CH:17][CH:16]=[CH:15][CH:14]=2)[CH:10]=[C:9]1[CH3:19], predict the reaction product. The product is: [CH3:7][N:8]1[C:9]([CH3:19])=[CH:10][C:11]([C:13]2[CH:18]=[CH:17][CH:16]=[CH:15][CH:14]=2)=[C:12]1[C:1](=[O:5])[C:2]([Cl:4])=[O:3]. (7) The product is: [NH:20]1[C:28]2[C:23](=[C:24]([CH2:29][NH:30][C:2]3[CH:7]=[C:6]([C:8]4[CH:9]=[N:10][CH:11]=[CH:12][CH:13]=4)[N:5]=[C:4]([C:14]4[CH:19]=[CH:18][CH:17]=[CH:16][N:15]=4)[N:3]=3)[CH:25]=[CH:26][CH:27]=2)[CH:22]=[CH:21]1. Given the reactants Cl[C:2]1[CH:7]=[C:6]([C:8]2[CH:9]=[N:10][CH:11]=[CH:12][CH:13]=2)[N:5]=[C:4]([C:14]2[CH:19]=[CH:18][CH:17]=[CH:16][N:15]=2)[N:3]=1.[NH:20]1[C:28]2[C:23](=[C:24]([CH2:29][NH2:30])[CH:25]=[CH:26][CH:27]=2)[CH:22]=[CH:21]1.C([O-])([O-])=O.[K+].[K+], predict the reaction product.